Dataset: Reaction yield outcomes from USPTO patents with 853,638 reactions. Task: Predict the reaction yield, written as a fraction of the theoretical maximum amount of product (1.0 means a 100% yield; for example, 0.34 means a 34% yield). The reactants are C([N:4]1[C:12]2[C:7](=[CH:8][C:9]([NH:13][S:14]([C:17]3[N:24]4[C:20]([S:21][CH:22]=[CH:23]4)=[N:19][C:18]=3[Cl:25])(=[O:16])=[O:15])=[CH:10][CH:11]=2)[CH2:6][CH2:5]1)(=O)C.O. The catalyst is Cl.C(O)C. The product is [ClH:25].[NH:4]1[C:12]2[C:7](=[CH:8][C:9]([NH:13][S:14]([C:17]3[N:24]4[C:20]([S:21][CH:22]=[CH:23]4)=[N:19][C:18]=3[Cl:25])(=[O:16])=[O:15])=[CH:10][CH:11]=2)[CH2:6][CH2:5]1. The yield is 0.880.